This data is from Catalyst prediction with 721,799 reactions and 888 catalyst types from USPTO. The task is: Predict which catalyst facilitates the given reaction. (1) Reactant: [CH3:1][O:2][C:3](=[O:24])[C@@H:4]([NH2:23])[CH2:5][C:6]1[CH:11]=[CH:10][C:9]([NH:12][C:13]([C:15]2[C:20]([Cl:21])=[CH:19][N:18]=[CH:17][C:16]=2[Cl:22])=[O:14])=[CH:8][CH:7]=1.[C:25]([N:32]1[CH:36]=[CH:35]N=[CH:33]1)(N1C=CN=C1)=[S:26].C(N([CH2:42][CH3:43])CC)C. Product: [CH3:1][O:2][C:3](=[O:24])[C@@H:4]([NH:23][C:25]([N:32]([C:36]1[CH:35]=[CH:3][CH:4]=[CH:5][C:6]=1[CH2:7][C:43]1[CH:42]=[CH:11][CH:10]=[CH:9][CH:8]=1)[CH3:33])=[S:26])[CH2:5][C:6]1[CH:7]=[CH:8][C:9]([NH:12][C:13]([C:15]2[C:16]([Cl:22])=[CH:17][N:18]=[CH:19][C:20]=2[Cl:21])=[O:14])=[CH:10][CH:11]=1. The catalyst class is: 7. (2) Reactant: [N+:1]([CH:4]([C:11]([CH:72]([N+:79]([O-])=O)[C:73]1[CH:78]=[CH:77][CH:76]=[CH:75][CH:74]=1)([C:42]([O:44][CH2:45][CH2:46][CH2:47][CH2:48][CH2:49][CH2:50][CH2:51][CH2:52][O:53][C:54](=[O:71])/[CH:55]=[CH:56]/[C:57]1[CH:62]=[CH:61][C:60]([O:63][CH2:64][CH2:65][CH2:66][CH2:67][CH3:68])=[C:59]([O:69][CH3:70])[CH:58]=1)=[O:43])[C:12]([O:14][CH2:15][CH2:16][CH2:17][CH2:18][CH2:19][CH2:20][CH2:21][CH2:22][O:23][C:24](=[O:41])/[CH:25]=[CH:26]/[C:27]1[CH:32]=[CH:31][C:30]([O:33][CH2:34][CH2:35][CH2:36][CH2:37][CH3:38])=[C:29]([O:39][CH3:40])[CH:28]=1)=[O:13])[C:5]1[CH:10]=[CH:9][CH:8]=[CH:7][CH:6]=1)([O-])=O. The catalyst class is: 401. Product: [NH2:79][CH:72]([C:11]([CH:4]([NH2:1])[C:5]1[CH:6]=[CH:7][CH:8]=[CH:9][CH:10]=1)([C:42]([O:44][CH2:45][CH2:46][CH2:47][CH2:48][CH2:49][CH2:50][CH2:51][CH2:52][O:53][C:54](=[O:71])/[CH:55]=[CH:56]/[C:57]1[CH:62]=[CH:61][C:60]([O:63][CH2:64][CH2:65][CH2:66][CH2:67][CH3:68])=[C:59]([O:69][CH3:70])[CH:58]=1)=[O:43])[C:12]([O:14][CH2:15][CH2:16][CH2:17][CH2:18][CH2:19][CH2:20][CH2:21][CH2:22][O:23][C:24](=[O:41])/[CH:25]=[CH:26]/[C:27]1[CH:32]=[CH:31][C:30]([O:33][CH2:34][CH2:35][CH2:36][CH2:37][CH3:38])=[C:29]([O:39][CH3:40])[CH:28]=1)=[O:13])[C:73]1[CH:78]=[CH:77][CH:76]=[CH:75][CH:74]=1. (3) Reactant: C(OC([N:8]1[CH2:13][CH2:12][CH:11]([O:14][C:15]2[CH:20]=[CH:19][CH:18]=[C:17]([F:21])[CH:16]=2)[CH2:10][CH2:9]1)=O)(C)(C)C.FC(F)(F)C(O)=O. Product: [F:21][C:17]1[CH:16]=[C:15]([CH:20]=[CH:19][CH:18]=1)[O:14][CH:11]1[CH2:10][CH2:9][NH:8][CH2:13][CH2:12]1. The catalyst class is: 4.